Dataset: Full USPTO retrosynthesis dataset with 1.9M reactions from patents (1976-2016). Task: Predict the reactants needed to synthesize the given product. (1) Given the product [CH3:10][C:4]1[CH:3]=[C:2]([O:1][CH:16]2[CH2:17][N:18]([C:20]([C:22]3[O:23][C:24]([C:27]4[CH:32]=[CH:31][CH:30]=[CH:29][CH:28]=4)=[N:25][N:26]=3)=[O:21])[CH2:19]2)[CH:9]=[CH:8][C:5]=1[CH:6]=[O:7], predict the reactants needed to synthesize it. The reactants are: [OH:1][C:2]1[CH:9]=[CH:8][C:5]([CH:6]=[O:7])=[C:4]([CH3:10])[CH:3]=1.CS(O[CH:16]1[CH2:19][N:18]([C:20]([C:22]2[O:23][C:24]([C:27]3[CH:32]=[CH:31][CH:30]=[CH:29][CH:28]=3)=[N:25][N:26]=2)=[O:21])[CH2:17]1)(=O)=O.C([O-])([O-])=O.[Cs+].[Cs+]. (2) Given the product [CH3:15][N:14]([C:13]1[CH:12]=[CH:11][N:10]=[CH:1][CH:2]=1)[CH3:16].[CH3:6][N:8]([CH3:9])[C:28]1[CH:27]=[CH:26][N:31]=[CH:30][CH:29]=1.[CH3:60][O:59][CH2:1][CH2:2][O:24][CH3:20].[CH3:60][O:59][CH2:1][CH2:2][O:24][CH3:20], predict the reactants needed to synthesize it. The reactants are: [CH2:1](Cl)[CH2:2]Cl.Cl.[CH2:6]([N:8]=[C:9]=[N:10][CH2:11][CH2:12][CH2:13][N:14]([CH3:16])[CH3:15])C.CN([C:20]([O:24]N1N=N[C:27]2[CH:28]=[CH:29][CH:30]=[N:31][C:26]1=2)=[N+](C)C)C.F[P-](F)(F)(F)(F)F.C[NH3+].F[P-](F)(F)(F)(F)F.N1([O:59][C:60](N(C)C)=[N+](C)C)C2N=CC=CC=2N=N1.F[P-](F)(F)(F)(F)F.